From a dataset of Peptide-MHC class II binding affinity with 134,281 pairs from IEDB. Regression. Given a peptide amino acid sequence and an MHC pseudo amino acid sequence, predict their binding affinity value. This is MHC class II binding data. (1) The peptide sequence is KQQGIRYANPIAFFR. The MHC is HLA-DQA10104-DQB10503 with pseudo-sequence HLA-DQA10104-DQB10503. The binding affinity (normalized) is 0.469. (2) The peptide sequence is EKKYFVATQFEPLAA. The MHC is HLA-DQA10101-DQB10501 with pseudo-sequence HLA-DQA10101-DQB10501. The binding affinity (normalized) is 0.624. (3) The peptide sequence is PVIVADDLTAAINKG. The MHC is DRB1_0401 with pseudo-sequence DRB1_0401. The binding affinity (normalized) is 0.405. (4) The peptide sequence is SQDLEFSWNLNGLQAY. The MHC is DRB1_1302 with pseudo-sequence DRB1_1302. The binding affinity (normalized) is 0.493. (5) The peptide sequence is DENPYKTWAYHGSYEVK. The MHC is DRB1_0405 with pseudo-sequence DRB1_0405. The binding affinity (normalized) is 0.547. (6) The binding affinity (normalized) is 0.435. The MHC is DRB5_0101 with pseudo-sequence DRB5_0101. The peptide sequence is CIANGVSTKIVTRIS. (7) The peptide sequence is GWYLVAATAAAATLR. The MHC is DRB1_0701 with pseudo-sequence DRB1_0701. The binding affinity (normalized) is 0.609. (8) The peptide sequence is IPTAFSIGKTYKPEE. The MHC is HLA-DQA10401-DQB10402 with pseudo-sequence HLA-DQA10401-DQB10402. The binding affinity (normalized) is 0.0343. (9) The peptide sequence is DIIEGPVKNVAVPLY. The MHC is HLA-DQA10501-DQB10301 with pseudo-sequence HLA-DQA10501-DQB10301. The binding affinity (normalized) is 0.369. (10) The peptide sequence is HMAKEDLVANQPNLK. The MHC is HLA-DPA10201-DPB10501 with pseudo-sequence HLA-DPA10201-DPB10501. The binding affinity (normalized) is 0.181.